From a dataset of Reaction yield outcomes from USPTO patents with 853,638 reactions. Predict the reaction yield, written as a fraction of the theoretical maximum amount of product (1.0 means a 100% yield; for example, 0.34 means a 34% yield). (1) The reactants are [N:1]1([C:10](=[O:12])[CH3:11])[C:9]2[C:4](=[CH:5][CH:6]=[CH:7][CH:8]=2)[CH2:3][CH2:2]1.[Br:13]Br. The catalyst is C(O)(=O)C. The product is [Br:13][C:6]1[CH:5]=[C:4]2[C:9](=[CH:8][CH:7]=1)[N:1]([C:10](=[O:12])[CH3:11])[CH2:2][CH2:3]2. The yield is 0.960. (2) The reactants are [CH2:1]([C:4]1([S:7]([N:10]2[C:14]3=[CH:15][C:16]4[O:20][CH:19]=[N:18][C:17]=4[C:21]([F:22])=[C:13]3[N:12]([C:23]3[CH:28]=[CH:27][C:26]([Br:29])=[CH:25][C:24]=3[Cl:30])C2=O)(=[O:9])=[O:8])[CH2:6][CH2:5]1)[CH:2]=[CH2:3].C[Si](C)(C)[O-].[K+].[NH4+].[Cl-]. The catalyst is C1COCC1. The product is [CH2:1]([C:4]1([S:7]([NH:10][C:14]2[C:13]([NH:12][C:23]3[CH:28]=[CH:27][C:26]([Br:29])=[CH:25][C:24]=3[Cl:30])=[C:21]([F:22])[C:17]3[N:18]=[CH:19][O:20][C:16]=3[CH:15]=2)(=[O:9])=[O:8])[CH2:6][CH2:5]1)[CH:2]=[CH2:3]. The yield is 0.876. (3) The reactants are [C:1](Cl)([C:14]1[CH:19]=[CH:18][CH:17]=[CH:16][CH:15]=1)([C:8]1[CH:13]=[CH:12][CH:11]=[CH:10][CH:9]=1)[C:2]1[CH:7]=[CH:6][CH:5]=[CH:4][CH:3]=1.[I:21][C:22]1[CH:23]=[N:24][NH:25][CH:26]=1.C(N(CC)CC)C.O. The catalyst is C(Cl)Cl. The product is [I:21][C:22]1[CH:23]=[N:24][N:25]([C:1]([C:14]2[CH:19]=[CH:18][CH:17]=[CH:16][CH:15]=2)([C:8]2[CH:13]=[CH:12][CH:11]=[CH:10][CH:9]=2)[C:2]2[CH:7]=[CH:6][CH:5]=[CH:4][CH:3]=2)[CH:26]=1. The yield is 0.260. (4) The reactants are O1CCC[CH2:2]1.[NH:6]1[CH:10]=[CH:9][C:8]([C:11]2[CH:16]=[CH:15][N:14]=[CH:13][CH:12]=2)=[N:7]1.[H-].[Na+].COS(OC)(=O)=O. The catalyst is CCCCCC.C(OCC)C. The product is [CH3:2][N:6]1[CH:10]=[CH:9][C:8]([C:11]2[CH:16]=[CH:15][N:14]=[CH:13][CH:12]=2)=[N:7]1. The yield is 0.550. (5) The product is [Br:12][C:9]1[CH:23]=[CH:22][C:21]2[C:25](=[O:24])[NH:20][S:17](=[O:19])(=[O:18])[C:3]=2[CH:8]=1. The catalyst is Cl.O.CO.[Cu]Cl. The reactants are NC1C=C[C:9]([Br:12])=[CH:8][C:3]=1C(OC)=O.N([O-])=O.[Na+].[S:17](=[O:19])=[O:18].[NH3:20].[CH2:21]1[CH2:25][O:24][CH2:23][CH2:22]1. The yield is 0.0900. (6) The reactants are [NH2:1][C:2]1[C:7]([C:8]([C:10]2[C:15]([O:16]C)=[CH:14][CH:13]=[C:12]([F:18])[C:11]=2[F:19])=[O:9])=[CH:6][N:5]=[C:4]([NH:20][CH:21]2[CH2:26][CH2:25][N:24]([S:27]([CH3:30])(=[O:29])=[O:28])[CH2:23][CH2:22]2)[N:3]=1.[Cl-].[Al+3].[Cl-].[Cl-].C([O-])(O)=O.[Na+]. The catalyst is C(Cl)Cl. The product is [NH2:1][C:2]1[C:7]([C:8]([C:10]2[C:15]([OH:16])=[CH:14][CH:13]=[C:12]([F:18])[C:11]=2[F:19])=[O:9])=[CH:6][N:5]=[C:4]([NH:20][CH:21]2[CH2:22][CH2:23][N:24]([S:27]([CH3:30])(=[O:28])=[O:29])[CH2:25][CH2:26]2)[N:3]=1. The yield is 0.390.